From a dataset of Forward reaction prediction with 1.9M reactions from USPTO patents (1976-2016). Predict the product of the given reaction. (1) Given the reactants [CH3:1][CH2:2][O-].[Na+].[CH:5]([O:7][CH2:8][CH3:9])=[O:6].C(OC(=O)CCl)C.[F:17][C:18]([F:29])([F:28])[C:19]1[CH:24]=[CH:23][C:22]([C:25](=[S:27])[NH2:26])=[CH:21][CH:20]=1, predict the reaction product. The product is: [CH2:8]([O:7][C:5]([C:1]1[S:27][C:25]([C:22]2[CH:23]=[CH:24][C:19]([C:18]([F:28])([F:17])[F:29])=[CH:20][CH:21]=2)=[N:26][CH:2]=1)=[O:6])[CH3:9]. (2) Given the reactants [CH3:1][O:2][C:3]1[CH:4]=[C:5]([CH:38]=[CH:39][C:40]=1[O:41][CH3:42])[CH2:6][C:7]1[N:11]([C:12]2[CH:17]=[C:16]([CH2:18][CH2:19][C:20]3[CH:25]=[CH:24][C:23]([CH3:26])=[CH:22][N:21]=3)[N:15]=[C:14]([CH3:27])[N:13]=2)[N:10]=[C:9]([NH:28]CC2C=CC(OC)=CC=2)[N:8]=1, predict the reaction product. The product is: [CH3:1][O:2][C:3]1[CH:4]=[C:5]([CH:38]=[CH:39][C:40]=1[O:41][CH3:42])[CH2:6][C:7]1[N:11]([C:12]2[CH:17]=[C:16]([CH2:18][CH2:19][C:20]3[CH:25]=[CH:24][C:23]([CH3:26])=[CH:22][N:21]=3)[N:15]=[C:14]([CH3:27])[N:13]=2)[N:10]=[C:9]([NH2:28])[N:8]=1. (3) Given the reactants Br[CH2:2][CH2:3][CH2:4][O:5][CH:4]1[CH2:3][CH2:2]CC[O:5]1.[ClH:12].[CH:13]1[C:22]2[C:17](=[C:18]([NH:23][C@H:24]3[CH2:29][CH2:28][C@@H:27]([NH2:30])[CH2:26][CH2:25]3)[CH:19]=[CH:20][CH:21]=2)[CH:16]=[CH:15][N:14]=1, predict the reaction product. The product is: [ClH:12].[CH:13]1[C:22]2[C:17](=[C:18]([NH:23][C@H:24]3[CH2:25][CH2:26][C@@H:27]([NH:30][CH2:2][CH2:3][CH2:4][OH:5])[CH2:28][CH2:29]3)[CH:19]=[CH:20][CH:21]=2)[CH:16]=[CH:15][N:14]=1. (4) Given the reactants [OH:1][C:2]1[CH:7]=[CH:6][C:5]([C:8](=[O:10])[CH3:9])=[CH:4][C:3]=1[C:11]([F:14])([F:13])[F:12].[CH3:15][CH:16](O)[CH3:17].CCOC(/N=N/C(OCC)=O)=O.C1(P(C2C=CC=CC=2)C2C=CC=CC=2)C=CC=CC=1, predict the reaction product. The product is: [CH:16]([O:1][C:2]1[CH:7]=[CH:6][C:5]([C:8](=[O:10])[CH3:9])=[CH:4][C:3]=1[C:11]([F:12])([F:13])[F:14])([CH3:17])[CH3:15].